Dataset: Catalyst prediction with 721,799 reactions and 888 catalyst types from USPTO. Task: Predict which catalyst facilitates the given reaction. Reactant: [O:1]=[C:2]1[NH:6][C:5](=[O:7])[CH:4]([CH2:8][C:9]2[CH:21]=[CH:20][C:12]([O:13][CH2:14][C:15]([O:17]CC)=[O:16])=[CH:11][CH:10]=2)[S:3]1.C([O-])([O-])=O.[Na+].[Na+]. Product: [O:1]=[C:2]1[NH:6][C:5](=[O:7])[CH:4]([CH2:8][C:9]2[CH:21]=[CH:20][C:12]([O:13][CH2:14][C:15]([OH:17])=[O:16])=[CH:11][CH:10]=2)[S:3]1. The catalyst class is: 24.